Dataset: Full USPTO retrosynthesis dataset with 1.9M reactions from patents (1976-2016). Task: Predict the reactants needed to synthesize the given product. Given the product [C:1]([O:5][C:6](=[O:7])[NH:8][CH2:9][C:10]1[CH:15]=[CH:14][C:13]([C:29]2[CH:30]=[CH:31][C:26]([C@@H:25]([OH:33])[C@H:24]([NH:23][C:21](=[O:22])[CH:20]([Cl:19])[Cl:36])[CH2:34][F:35])=[CH:27][CH:28]=2)=[CH:12][CH:11]=1)([CH3:4])([CH3:3])[CH3:2], predict the reactants needed to synthesize it. The reactants are: [C:1]([O:5][C:6]([NH:8][CH2:9][C:10]1[CH:15]=[CH:14][C:13](B(O)O)=[CH:12][CH:11]=1)=[O:7])([CH3:4])([CH3:3])[CH3:2].[Cl:19][CH:20]([Cl:36])[C:21]([NH:23][C@H:24]([CH2:34][F:35])[C@H:25]([OH:33])[C:26]1[CH:31]=[CH:30][C:29](I)=[CH:28][CH:27]=1)=[O:22].